From a dataset of Forward reaction prediction with 1.9M reactions from USPTO patents (1976-2016). Predict the product of the given reaction. (1) Given the reactants [NH2:1][C:2]1[CH:11]=[C:10]2[C:5]([C:6]([Br:16])=[N:7][N:8]([CH:13]([CH3:15])[CH3:14])[C:9]2=[O:12])=[CH:4][CH:3]=1.C(N(CC)CC)C.[Cl:24][CH2:25][CH2:26][CH2:27][C:28](Cl)=[O:29], predict the reaction product. The product is: [Br:16][C:6]1[C:5]2[C:10](=[CH:11][C:2]([NH:1][C:28](=[O:29])[CH2:27][CH2:26][CH2:25][Cl:24])=[CH:3][CH:4]=2)[C:9](=[O:12])[N:8]([CH:13]([CH3:14])[CH3:15])[N:7]=1. (2) Given the reactants [O:1]1[C:5]2[CH:6]=[C:7]([C:10]([O:12][C:13]([CH3:16])([CH3:15])[CH3:14])=[O:11])[CH:8]=[CH:9][C:4]=2[CH:3]=[C:2]1[C:17]([O:19]CC)=[O:18].[OH-].[Na+].Cl, predict the reaction product. The product is: [C:13]([O:12][C:10]([C:7]1[CH:8]=[CH:9][C:4]2[CH:3]=[C:2]([C:17]([OH:19])=[O:18])[O:1][C:5]=2[CH:6]=1)=[O:11])([CH3:16])([CH3:14])[CH3:15]. (3) Given the reactants [CH2:1]([N:3]([C@@H:11]([CH3:25])[CH2:12][N:13]1[CH:17]=[CH:16][C:15]([C:18]2[CH:23]=[CH:22][C:21]([F:24])=[CH:20][N:19]=2)=[N:14]1)C(=O)OC(C)(C)C)[CH3:2].[ClH:26].CCOC(C)=O, predict the reaction product. The product is: [ClH:26].[ClH:26].[CH2:1]([NH:3][C@@H:11]([CH3:25])[CH2:12][N:13]1[CH:17]=[CH:16][C:15]([C:18]2[CH:23]=[CH:22][C:21]([F:24])=[CH:20][N:19]=2)=[N:14]1)[CH3:2]. (4) Given the reactants [Br:1][C:2]1[N:7]=[N:6][C:5]([NH2:8])=[CH:4][CH:3]=1.Cl[CH2:10][CH:11]=O.C(=O)(O)[O-].[Na+], predict the reaction product. The product is: [Br:1][C:2]1[CH:3]=[CH:4][C:5]2[N:6]([CH:10]=[CH:11][N:8]=2)[N:7]=1. (5) Given the reactants C([NH:4][C@:5]1([C:22](NC(C)(C)C)=[O:23])[C@@H:9]([CH2:10][CH2:11][CH2:12][B:13]2[O:17]C(C)(C)C(C)(C)[O:14]2)[CH2:8][NH:7][CH2:6]1)(=O)C.C([N:36]1[CH2:40][CH2:39][C:38](=O)[CH2:37]1)(OC(C)(C)C)=O.S([O-])([O-])(=O)=[O:43].[Na+].[Na+].C(O)(=O)C.C(O[BH-](OC(=O)C)OC(=O)C)(=O)C.[Na+].C(=O)([O-])[O-].[Na+].[Na+], predict the reaction product. The product is: [NH2:4][C@:5]1([C:22]([OH:23])=[O:43])[C@@H:9]([CH2:10][CH2:11][CH2:12][B:13]([OH:14])[OH:17])[CH2:8][N:7]([CH:38]2[CH2:39][CH2:40][NH:36][CH2:37]2)[CH2:6]1. (6) Given the reactants [CH:1]([NH2:4])([CH3:3])[CH3:2].Cl[P:6](Cl)[C:7]1[CH:12]=[CH:11][CH:10]=[CH:9][CH:8]=1, predict the reaction product. The product is: [CH:1]([NH:4][P:6]([NH:4][CH:1]([CH3:3])[CH3:2])[C:7]1[CH:12]=[CH:11][CH:10]=[CH:9][CH:8]=1)([CH3:3])[CH3:2]. (7) Given the reactants Br[C:2]1[CH:3]=[N:4][N:5]2[CH:10]=[CH:9][N:8]=[CH:7][C:6]=12.[CH2:11]([Sn:15]([CH2:33][CH2:34][CH2:35][CH3:36])([CH2:29][CH2:30][CH2:31][CH3:32])[Sn:15]([CH2:29][CH2:30][CH2:31][CH3:32])([CH2:33][CH2:34][CH2:35][CH3:36])[CH2:11][CH2:12][CH2:13][CH3:14])[CH2:12][CH2:13][CH3:14], predict the reaction product. The product is: [CH2:33]([Sn:15]([CH2:11][CH2:12][CH2:13][CH3:14])([CH2:29][CH2:30][CH2:31][CH3:32])[C:2]1[CH:3]=[N:4][N:5]2[CH:10]=[CH:9][N:8]=[CH:7][C:6]=12)[CH2:34][CH2:35][CH3:36]. (8) Given the reactants [Cl:1][C:2]1[CH:3]=[C:4]([NH:9][C:10]2[C:19]3[C:14](=[CH:15][CH:16]=[CH:17][C:18]=3[O:20][C@H:21]([CH3:28])[CH2:22][N:23]([CH3:27])[C:24](=[O:26])[CH3:25])[N:13]=[CH:12][N:11]=2)[CH:5]=[CH:6][C:7]=1[OH:8].[F:29][C:30]1[CH:37]=[CH:36][CH:35]=[CH:34][C:31]=1[CH2:32]Cl, predict the reaction product. The product is: [Cl:1][C:2]1[CH:3]=[C:4]([NH:9][C:10]2[C:19]3[C:14](=[CH:15][CH:16]=[CH:17][C:18]=3[O:20][C@H:21]([CH3:28])[CH2:22][N:23]([CH3:27])[C:24](=[O:26])[CH3:25])[N:13]=[CH:12][N:11]=2)[CH:5]=[CH:6][C:7]=1[O:8][CH2:32][C:31]1[CH:34]=[CH:35][CH:36]=[CH:37][C:30]=1[F:29].